This data is from Catalyst prediction with 721,799 reactions and 888 catalyst types from USPTO. The task is: Predict which catalyst facilitates the given reaction. (1) Reactant: [Cl:1][C:2]1[CH:7]=[CH:6][C:5]([NH:8][C:9]([NH:11][CH2:12][CH2:13][N:14]([CH2:16][CH2:17][NH:18][C:19]2[CH:24]=[C:23]([N:25]3[CH2:29][CH2:28][CH2:27][CH2:26]3)[N:22]=[C:21]([N:30]3[CH2:34][CH2:33][CH2:32][CH2:31]3)[N:20]=2)[CH3:15])=[O:10])=[CH:4][C:3]=1[C:35]([F:38])([F:37])[F:36].[C:39]([OH:51])(=[O:50])[CH2:40][C:41]([CH2:46][C:47]([OH:49])=[O:48])([C:43]([OH:45])=[O:44])[OH:42].O. Product: [C:39]([OH:51])(=[O:50])[CH2:40][C:41]([CH2:46][C:47]([OH:49])=[O:48])([C:43]([OH:45])=[O:44])[OH:42].[Cl:1][C:2]1[CH:7]=[CH:6][C:5]([NH:8][C:9]([NH:11][CH2:12][CH2:13][N:14]([CH2:16][CH2:17][NH:18][C:19]2[CH:24]=[C:23]([N:25]3[CH2:26][CH2:27][CH2:28][CH2:29]3)[N:22]=[C:21]([N:30]3[CH2:34][CH2:33][CH2:32][CH2:31]3)[N:20]=2)[CH3:15])=[O:10])=[CH:4][C:3]=1[C:35]([F:38])([F:36])[F:37]. The catalyst class is: 9. (2) Reactant: [C:1]([O:7][CH2:8][CH3:9])(=[O:6])[CH2:2][C:3]([CH3:5])=O.[CH3:10][O:11][C:12]1[C:13]([CH3:38])=[C:14]([C:21]([C:23]2[CH:24]=[CH:25][C:26]3[N:31]([CH2:32][CH:33]=[CH2:34])C(=O)O[C:28](=[O:36])[C:27]=3[CH:37]=2)=[O:22])[N:15]2[C:20]=1[CH:19]=[CH:18][CH:17]=[CH:16]2. Product: [CH3:10][O:11][C:12]1[C:13]([CH3:38])=[C:14]([C:21]([C:23]2[CH:37]=[C:27]3[C:26](=[CH:25][CH:24]=2)[N:31]([CH2:32][CH:33]=[CH2:34])[C:3]([CH3:5])=[C:2]([C:1]([O:7][CH2:8][CH3:9])=[O:6])[C:28]3=[O:36])=[O:22])[N:15]2[C:20]=1[CH:19]=[CH:18][CH:17]=[CH:16]2. The catalyst class is: 3. (3) Reactant: [Br:1][C:2]1[CH:7]=[CH:6][C:5]([C@H:8]([NH:16][C@@H:17]([CH2:21][CH:22]([CH3:24])[CH3:23])[C:18]([OH:20])=O)[C:9]2[CH:14]=[CH:13][C:12]([F:15])=[CH:11][CH:10]=2)=[CH:4][CH:3]=1.CN1CCOCC1.ClC(OCC(C)C)=O.Cl.[NH2:41][CH2:42][C:43]#[N:44].P(O)([O-])([O-])=O.[Na+].[Na+]. Product: [C:42]([CH2:43][NH:44][C:18](=[O:20])[C@@H:17]([NH:16][C@@H:8]([C:5]1[CH:4]=[CH:3][C:2]([Br:1])=[CH:7][CH:6]=1)[C:9]1[CH:14]=[CH:13][C:12]([F:15])=[CH:11][CH:10]=1)[CH2:21][CH:22]([CH3:23])[CH3:24])#[N:41]. The catalyst class is: 56. (4) Reactant: [Br:1][C:2]1[CH:7]=[C:6]([CH3:8])[C:5](I)=[C:4]([CH3:10])[CH:3]=1.C([Li])CCC.[B:16](OC)([O:19]C)[O:17]C.Cl. Product: [Br:1][C:2]1[CH:7]=[C:6]([CH3:8])[C:5]([B:16]([OH:19])[OH:17])=[C:4]([CH3:10])[CH:3]=1. The catalyst class is: 7. (5) The catalyst class is: 692. Product: [C:8]([C:3]1[CH:4]=[CH:5][CH:6]=[CH:7][C:2]=1[O:1][CH2:12][C:13]([O:15][CH3:16])=[O:14])(=[O:10])[CH3:9]. Reactant: [OH:1][C:2]1[CH:7]=[CH:6][CH:5]=[CH:4][C:3]=1[C:8](=[O:10])[CH3:9].Br[CH2:12][C:13]([O:15][CH3:16])=[O:14].C(=O)([O-])[O-].[K+].[K+]. (6) Reactant: C([O:4][C@@H:5]1[C@H:9]([O:10]C(=O)C)[C@@H:8]([CH3:14])[O:7][C@H:6]1[N:15]1[CH:22]=[C:21]([F:23])[C:19]([NH2:20])=[N:18][C:16]1=[O:17])(=O)C.N1C=CC=CC=1.[CH2:30]([O:35][C:36](Cl)=[O:37])[CH2:31][CH2:32][CH2:33][CH3:34].[OH-].[Na+].C(O)(=O)CC(CC(O)=O)(C(O)=O)O. Product: [CH3:34][CH2:33][CH2:32][CH2:31][CH2:30][O:35][C:36]([NH:20][C:19]1[C:21]([F:23])=[CH:22][N:15]([C@@H:6]2[O:7][C@H:8]([CH3:14])[C@@H:9]([OH:10])[C@H:5]2[OH:4])[C:16](=[O:17])[N:18]=1)=[O:37]. The catalyst class is: 232. (7) Reactant: [Cl:1][C:2]1[CH:7]=[CH:6][C:5]([O:8][C:9]2[CH:14]=[CH:13][C:12]([CH2:15][CH2:16][O:17][C:18]3[NH:19][CH:20]=[C:21]([CH2:25][C:26]4[CH:27]=[N:28][CH:29]=[N:30][CH:31]=4)[C:22](=[O:24])[N:23]=3)=[CH:11][C:10]=2[F:32])=[CH:4][C:3]=1[C:33]([F:36])([F:35])[F:34].[CH3:37]CN(C(C)C)C(C)C.CI. Product: [Cl:1][C:2]1[CH:7]=[CH:6][C:5]([O:8][C:9]2[CH:14]=[CH:13][C:12]([CH2:15][CH2:16][O:17][C:18]3[N:19]([CH3:37])[CH:20]=[C:21]([CH2:25][C:26]4[CH:31]=[N:30][CH:29]=[N:28][CH:27]=4)[C:22](=[O:24])[N:23]=3)=[CH:11][C:10]=2[F:32])=[CH:4][C:3]=1[C:33]([F:35])([F:36])[F:34]. The catalyst class is: 2. (8) Reactant: [C:1]1([S:7]([N:10]2[C:18]3[C:13](=[CH:14][C:15]([C:19]4[CH:24]=[CH:23][C:22]([N:25]5[CH2:30][CH2:29][N:28]([CH3:31])[CH2:27][CH2:26]5)=[CH:21][CH:20]=4)=[CH:16][CH:17]=3)[C:12]3[C:32](Cl)=[CH:33][CH:34]=[N:35][C:11]2=3)(=[O:9])=[O:8])[CH:6]=[CH:5][CH:4]=[CH:3][CH:2]=1.C([O-])([O-])=O.[K+].[K+].[CH3:43][O:44][C:45]1[CH:50]=[CH:49][C:48]([SH:51])=[CH:47][CH:46]=1. Product: [C:1]1([S:7]([N:10]2[C:18]3[C:13](=[CH:14][C:15]([C:19]4[CH:24]=[CH:23][C:22]([N:25]5[CH2:30][CH2:29][N:28]([CH3:31])[CH2:27][CH2:26]5)=[CH:21][CH:20]=4)=[CH:16][CH:17]=3)[C:12]3[C:32]([S:51][C:48]4[CH:49]=[CH:50][C:45]([O:44][CH3:43])=[CH:46][CH:47]=4)=[CH:33][CH:34]=[N:35][C:11]2=3)(=[O:9])=[O:8])[CH:6]=[CH:5][CH:4]=[CH:3][CH:2]=1. The catalyst class is: 31.